Task: Regression/Classification. Given a drug SMILES string, predict its absorption, distribution, metabolism, or excretion properties. Task type varies by dataset: regression for continuous measurements (e.g., permeability, clearance, half-life) or binary classification for categorical outcomes (e.g., BBB penetration, CYP inhibition). Dataset: cyp2c9_substrate_carbonmangels.. Dataset: CYP2C9 substrate classification data from Carbon-Mangels et al. The compound is CN1CCN2c3ccccc3Cc3ccccc3[C@@H]2C1. The result is 1 (substrate).